Dataset: Full USPTO retrosynthesis dataset with 1.9M reactions from patents (1976-2016). Task: Predict the reactants needed to synthesize the given product. (1) Given the product [C:1]([C:3]1[CH:4]=[C:5]2[C:10](=[CH:11][CH:12]=1)[N:9]=[C:8]([NH:13][C:14]1[CH:19]=[C:18]([O:20][C@H:21]3[CH2:25][CH2:24][N:23]([CH2:47][C:48]([F:51])([F:50])[F:49])[CH2:22]3)[CH:17]=[C:16]([C:26]3[CH:27]=[N:28][N:29]([CH3:31])[CH:30]=3)[CH:15]=1)[N:7]=[CH:6]2)#[CH:2], predict the reactants needed to synthesize it. The reactants are: [C:1]([C:3]1[CH:4]=[C:5]2[C:10](=[CH:11][CH:12]=1)[N:9]=[C:8]([NH:13][C:14]1[CH:19]=[C:18]([O:20][C@H:21]3[CH2:25][CH2:24][NH:23][CH2:22]3)[CH:17]=[C:16]([C:26]3[CH:27]=[N:28][N:29]([CH3:31])[CH:30]=3)[CH:15]=1)[N:7]=[CH:6]2)#[CH:2].C(N(CC)CC)C.O([CH2:47][C:48]([F:51])([F:50])[F:49])S(C(F)(F)F)(=O)=O. (2) Given the product [NH2:66][C:9]1[C:10]2[C:2]([F:1])=[CH:3][N:4]([C@@H:22]3[O:24][C@H:25]([CH2:36][OH:37])[C@@H:26]([OH:27])[C@@:21]3([CH3:46])[OH:20])[C:5]=2[N:6]=[CH:7][N:8]=1, predict the reactants needed to synthesize it. The reactants are: [F:1][C:2]1[C:10]2[C:9](Cl)=[N:8][CH:7]=[N:6][C:5]=2[NH:4][CH:3]=1.C([O:20][C@:21]1([CH3:46])[C@H:26]([O:27]C(=O)C2C=CC=CC=2)[C@@H:25]([CH2:36][O:37]C(=O)C2C=CC=CC=2)[O:24][CH:22]1O)(=O)C1C=CC=CC=1.C1(P(C2C=CC=CC=2)C2C=CC=CC=2)C=CC=CC=1.[N:66](C(OCC)=O)=NC(OCC)=O. (3) Given the product [Br:21][C:22]1[C:23]([CH3:29])=[C:24]([NH:25][C:5](=[O:7])[C:4]2[CH:8]=[C:9]([F:11])[CH:10]=[C:2]([F:1])[C:3]=2[N+:12]([O-:14])=[O:13])[CH:26]=[CH:27][CH:28]=1, predict the reactants needed to synthesize it. The reactants are: [F:1][C:2]1[C:3]([N+:12]([O-:14])=[O:13])=[C:4]([CH:8]=[C:9]([F:11])[CH:10]=1)[C:5]([OH:7])=O.C(Cl)(=O)C(Cl)=O.[Br:21][C:22]1[C:23]([CH3:29])=[C:24]([CH:26]=[CH:27][CH:28]=1)[NH2:25].C([O-])(O)=O.[Na+]. (4) Given the product [C:18]([C:17]1[S:16][C:15]([C:14]([O:13][CH2:11][CH3:12])=[O:21])=[C:1]([OH:7])[C:2]=1[OH:3])([O:20][CH2:24][CH3:25])=[O:19], predict the reactants needed to synthesize it. The reactants are: [C:1](OCC)(=[O:7])[C:2](OCC)=[O:3].[CH2:11]([O:13][C:14](=[O:21])[CH2:15][S:16][CH2:17][C:18]([O-:20])=[O:19])[CH3:12].O.Cl.[CH3:24][CH2:25]O. (5) Given the product [CH3:1][O:2][C:3]([C:5]1([C:9]2[CH:10]=[CH:11][C:12]([NH:15][C:17]3[N:18]=[C:19]([C:29]4[CH:34]=[CH:33][C:32]([F:35])=[CH:31][CH:30]=4)[CH:20]=[C:21]([N:23]4[CH2:24][CH2:25][O:26][CH2:27][CH2:28]4)[N:22]=3)=[CH:13][CH:14]=2)[CH2:6][CH2:7][CH2:8]1)=[O:4], predict the reactants needed to synthesize it. The reactants are: [CH3:1][O:2][C:3]([C:5]1([C:9]2[CH:14]=[CH:13][C:12]([NH2:15])=[CH:11][CH:10]=2)[CH2:8][CH2:7][CH2:6]1)=[O:4].Cl[C:17]1[N:22]=[C:21]([N:23]2[CH2:28][CH2:27][O:26][CH2:25][CH2:24]2)[CH:20]=[C:19]([C:29]2[CH:34]=[CH:33][C:32]([F:35])=[CH:31][CH:30]=2)[N:18]=1. (6) Given the product [CH3:12][O:11][C:8]1[CH:9]=[C:10]2[C:5](=[CH:6][CH:7]=1)[N:4]([CH3:13])[CH:3]=[C:2]2[B:22]1[O:23][C:24]([CH3:26])([CH3:25])[C:20]([CH3:36])([CH3:19])[O:21]1, predict the reactants needed to synthesize it. The reactants are: Br[C:2]1[C:10]2[C:5](=[CH:6][CH:7]=[C:8]([O:11][CH3:12])[CH:9]=2)[N:4]([CH3:13])[CH:3]=1.C([O-])(=O)C.[K+].[CH3:19][C:20]1([CH3:36])[C:24]([CH3:26])([CH3:25])[O:23][B:22]([B:22]2[O:23][C:24]([CH3:26])([CH3:25])[C:20]([CH3:36])([CH3:19])[O:21]2)[O:21]1. (7) Given the product [CH3:19][O:18][C:16]1[CH:15]=[C:13]([CH:12]=[C:11]([O:10][CH3:9])[CH:17]=1)[N:14]=[CH:1][C:2]1[CH:3]=[N:4][CH:5]=[CH:6][CH:7]=1, predict the reactants needed to synthesize it. The reactants are: [CH:1](=O)[C:2]1[CH:7]=[CH:6][CH:5]=[N:4][CH:3]=1.[CH3:9][O:10][C:11]1[CH:12]=[C:13]([CH:15]=[C:16]([O:18][CH3:19])[CH:17]=1)[NH2:14].